Dataset: Catalyst prediction with 721,799 reactions and 888 catalyst types from USPTO. Task: Predict which catalyst facilitates the given reaction. (1) Reactant: [Cl:1][C:2]1[CH:7]=[C:6]([CH2:8][O:9][C:10]2[CH:19]=[C:18]3[C:13]([C:14]([O:20]C4C=CC=CC=4)=[N:15][CH:16]=[N:17]3)=[CH:12][C:11]=2[O:27][CH3:28])[CH:5]=[C:4]([O:29]C)[N:3]=1.N. Product: [Cl:1][C:2]1[NH:3][C:4](=[O:29])[CH:5]=[C:6]([CH2:8][O:9][C:10]2[CH:19]=[C:18]3[C:13]([C:14](=[O:20])[NH:15][CH:16]=[N:17]3)=[CH:12][C:11]=2[O:27][CH3:28])[CH:7]=1. The catalyst class is: 33. (2) Reactant: C(OC(=O)[NH:7][C@@H:8]([CH2:28][CH:29]([CH3:31])[CH3:30])[CH2:9][O:10][C:11]1[CH:12]=[CH:13][C:14]2[C:24]3[C:19](=[CH:20][N:21]=[CH:22][CH:23]=3)[CH:18]([CH:25]3[CH2:27][CH2:26]3)[O:17][C:15]=2[CH:16]=1)(C)(C)C.[ClH:33].O1CCOCC1. Product: [CH:25]1([CH:18]2[C:19]3=[CH:20][N:21]=[CH:22][CH:23]=[C:24]3[C:14]3[CH:13]=[CH:12][C:11]([O:10][CH2:9][C@@H:8]([NH2:7])[CH2:28][CH:29]([CH3:30])[CH3:31])=[CH:16][C:15]=3[O:17]2)[CH2:27][CH2:26]1.[ClH:33]. The catalyst class is: 2. (3) Reactant: [Cl:1][C:2]1[N:10]=[C:9]2[C:5]([N:6]=[CH:7][N:8]2[CH2:11][CH3:12])=[C:4]([N:13]2[CH2:18][CH2:17][O:16][CH2:15][CH2:14]2)[N:3]=1.CN(CCN(C)C)C.C([Li])CCC.CN([CH:35]=[O:36])C. Product: [Cl:1][C:2]1[N:10]=[C:9]2[C:5]([N:6]=[C:7]([CH:35]=[O:36])[N:8]2[CH2:11][CH3:12])=[C:4]([N:13]2[CH2:14][CH2:15][O:16][CH2:17][CH2:18]2)[N:3]=1. The catalyst class is: 1. (4) Reactant: [OH:1][C:2]1[CH:7]=[CH:6][C:5]([CH2:8][CH2:9][OH:10])=[CH:4][CH:3]=1.[H-].[Na+].COCCl.[CH2:17](Br)[C:18]1[CH:23]=[CH:22][CH:21]=[CH:20][CH:19]=1. The catalyst class is: 7. Product: [CH2:17]([O:10][CH2:9][CH2:8][C:5]1[CH:6]=[CH:7][C:2]([OH:1])=[CH:3][CH:4]=1)[C:18]1[CH:23]=[CH:22][CH:21]=[CH:20][CH:19]=1. (5) Reactant: [C:1]([O:5][C:6]([NH:8][C@H:9]([CH2:29][C:30]1[CH:35]=[C:34]([F:36])[C:33]([F:37])=[CH:32][C:31]=1[F:38])[CH2:10][C:11]([N:13]1[CH2:18][CH2:17][N:16]2[C:19]([C:25]([F:28])([F:27])[F:26])=[N:20][C:21]([C:22]([OH:24])=O)=[C:15]2[CH2:14]1)=[O:12])=[O:7])([CH3:4])([CH3:3])[CH3:2].Cl.[CH2:40]([NH2:44])[CH2:41][CH2:42][CH3:43].O=C1N(P(Cl)(N2CCOC2=O)=O)CCO1.C(N(CC)CC)C. Product: [C:1]([O:5][C:6](=[O:7])[NH:8][C@H:9]([CH2:29][C:30]1[CH:35]=[C:34]([F:36])[C:33]([F:37])=[CH:32][C:31]=1[F:38])[CH2:10][C:11]([N:13]1[CH2:18][CH2:17][N:16]2[C:19]([C:25]([F:26])([F:27])[F:28])=[N:20][C:21]([C:22](=[O:24])[NH:44][CH2:40][CH2:41][CH2:42][CH3:43])=[C:15]2[CH2:14]1)=[O:12])([CH3:2])([CH3:4])[CH3:3]. The catalyst class is: 4. (6) Reactant: [CH3:1][O:2][C:3](=[O:7])[CH:4]([OH:6])[CH3:5].C(N(CC)CC)C.Cl.CN(C)C.[C:20]1([CH3:30])[CH:25]=[CH:24][C:23]([S:26](Cl)(=[O:28])=[O:27])=[CH:22][CH:21]=1. Product: [CH3:30][C:20]1[CH:25]=[CH:24][C:23]([S:26]([O:6][C@H:4]([CH3:5])[C:3]([O:2][CH3:1])=[O:7])(=[O:28])=[O:27])=[CH:22][CH:21]=1. The catalyst class is: 23. (7) Reactant: [N+:1]([C:4]1[CH:5]=[C:6]2[C:10](=[CH:11][CH:12]=1)[NH:9][CH:8]=[CH:7]2)([O-:3])=[O:2].[CH2:13]([N:15]1[CH2:20][CH2:19][C:18](=O)[CH2:17][CH2:16]1)[CH3:14].N1CCCC1. Product: [CH2:13]([N:15]1[CH2:16][CH:17]=[C:18]([C:7]2[C:6]3[C:10](=[CH:11][CH:12]=[C:4]([N+:1]([O-:3])=[O:2])[CH:5]=3)[NH:9][CH:8]=2)[CH2:19][CH2:20]1)[CH3:14]. The catalyst class is: 24. (8) Reactant: CN(C)C=O.C(Cl)(=O)C(Cl)=O.[CH2:12]([O:19][C:20]1[CH:28]=[CH:27][C:26]([N:29]2[CH2:34][CH2:33][CH2:32][CH2:31][CH2:30]2)=[CH:25][C:21]=1[C:22]([OH:24])=O)[C:13]1[CH:18]=[CH:17][CH:16]=[CH:15][CH:14]=1.[NH2:35][C:36]1[CH:43]=[C:42]([Cl:44])[CH:41]=[CH:40][C:37]=1[C:38]#[N:39]. Product: [CH2:12]([O:19][C:20]1[CH:28]=[CH:27][C:26]([N:29]2[CH2:34][CH2:33][CH2:32][CH2:31][CH2:30]2)=[CH:25][C:21]=1[C:22]([NH:35][C:36]1[CH:43]=[C:42]([Cl:44])[CH:41]=[CH:40][C:37]=1[C:38]#[N:39])=[O:24])[C:13]1[CH:18]=[CH:17][CH:16]=[CH:15][CH:14]=1. The catalyst class is: 202.